From a dataset of Forward reaction prediction with 1.9M reactions from USPTO patents (1976-2016). Predict the product of the given reaction. (1) Given the reactants [Li+].[OH-:2].[OH-:3].[Na+].[OH-:5].[K+].[N:7]1[C:11]2[CH:12]=[CH:13][CH:14]=[CH:15][C:10]=2[NH:9]C=1.S(S([O-])=O)([O-])=O.[Na+].[Na+], predict the reaction product. The product is: [NH2:9][C:10]1[CH:15]=[CH:14][C:13]([OH:2])=[CH:12][C:11]=1[N+:7]([O-:5])=[O:3]. (2) Given the reactants [Si:1]([O:8][CH2:9][C:10]1([CH3:38])[S:16][CH2:15][CH2:14][N:13]2[C:17]([C:20]3([C:23]4[CH:28]=[CH:27][C:26](B5OC(C)(C)C(C)(C)O5)=[CH:25][CH:24]=4)[CH2:22][CH2:21]3)=[N:18][N:19]=[C:12]2[CH2:11]1)([C:4]([CH3:7])([CH3:6])[CH3:5])([CH3:3])[CH3:2].Br[C:40]1[CH:45]=[CH:44][C:43]([F:46])=[CH:42][N:41]=1.C(=O)([O-])[O-].[K+].[K+].C(=O)([O-])O.[Na+], predict the reaction product. The product is: [Si:1]([O:8][CH2:9][C:10]1([CH3:38])[S:16][CH2:15][CH2:14][N:13]2[C:17]([C:20]3([C:23]4[CH:24]=[CH:25][C:26]([C:40]5[CH:45]=[CH:44][C:43]([F:46])=[CH:42][N:41]=5)=[CH:27][CH:28]=4)[CH2:22][CH2:21]3)=[N:18][N:19]=[C:12]2[CH2:11]1)([C:4]([CH3:6])([CH3:5])[CH3:7])([CH3:3])[CH3:2].